From a dataset of NCI-60 drug combinations with 297,098 pairs across 59 cell lines. Regression. Given two drug SMILES strings and cell line genomic features, predict the synergy score measuring deviation from expected non-interaction effect. Drug 1: CC1=C(C(=CC=C1)Cl)NC(=O)C2=CN=C(S2)NC3=CC(=NC(=N3)C)N4CCN(CC4)CCO. Drug 2: N.N.Cl[Pt+2]Cl. Cell line: NCI-H522. Synergy scores: CSS=73.7, Synergy_ZIP=-1.71, Synergy_Bliss=-0.480, Synergy_Loewe=0.994, Synergy_HSA=2.48.